This data is from Forward reaction prediction with 1.9M reactions from USPTO patents (1976-2016). The task is: Predict the product of the given reaction. (1) Given the reactants [CH3:1][C:2]([Si:5]([C:32]1[CH:37]=[CH:36][CH:35]=[CH:34][CH:33]=1)([C:26]1[CH:31]=[CH:30][CH:29]=[CH:28][CH:27]=1)[O:6][C:7]1[CH:8]=[CH:9][C:10]2[N:14]=[CH:13][N:12]([C:15]3[S:19][C:18]([C:20]([O:22][CH3:23])=[O:21])=[C:17]([OH:24])[CH:16]=3)[C:11]=2[CH:25]=1)([CH3:4])[CH3:3].[CH3:38][C:39]([Si:42]([C:69]1[CH:74]=[CH:73][CH:72]=[CH:71][CH:70]=1)([C:63]1[CH:68]=[CH:67][CH:66]=[CH:65][CH:64]=1)[O:43][C:44]1[CH:62]=[CH:61][C:47]2[N:48]([C:51]3[S:55][C:54]([C:56]([O:58][CH3:59])=[O:57])=[C:53]([OH:60])[CH:52]=3)[CH:49]=[N:50][C:46]=2[CH:45]=1)([CH3:41])[CH3:40].[F:75][C:76]([F:86])([F:85])[C:77]1[CH:84]=[CH:83][CH:82]=[CH:81][C:78]=1[CH2:79]O.N(C(OC(C)(C)C)=O)=NC(OC(C)(C)C)=O, predict the reaction product. The product is: [CH3:41][C:39]([Si:42]([C:63]1[CH:64]=[CH:65][CH:66]=[CH:67][CH:68]=1)([C:69]1[CH:74]=[CH:73][CH:72]=[CH:71][CH:70]=1)[O:43][C:44]1[CH:62]=[CH:61][C:47]2[N:48]([C:51]3[S:55][C:54]([C:56]([O:58][CH3:59])=[O:57])=[C:53]([O:60][CH2:79][C:78]4[CH:81]=[CH:82][CH:83]=[CH:84][C:77]=4[C:76]([F:75])([F:85])[F:86])[CH:52]=3)[CH:49]=[N:50][C:46]=2[CH:45]=1)([CH3:38])[CH3:40].[CH3:4][C:2]([Si:5]([C:26]1[CH:27]=[CH:28][CH:29]=[CH:30][CH:31]=1)([C:32]1[CH:37]=[CH:36][CH:35]=[CH:34][CH:33]=1)[O:6][C:7]1[CH:8]=[CH:9][C:10]2[N:14]=[CH:13][N:12]([C:15]3[S:19][C:18]([C:20]([O:22][CH3:23])=[O:21])=[C:17]([O:24][CH2:79][C:78]4[CH:81]=[CH:82][CH:83]=[CH:84][C:77]=4[C:76]([F:75])([F:85])[F:86])[CH:16]=3)[C:11]=2[CH:25]=1)([CH3:1])[CH3:3]. (2) Given the reactants [Cl:1][CH2:2][C@@H:3]([OH:21])[CH2:4][C@@H:5]([OH:20])[CH2:6][C:7]([O:9][C:10]([CH3:19])([CH3:18])[CH2:11][C:12]1[CH:17]=[CH:16][CH:15]=[CH:14][CH:13]=1)=[O:8].CO[C:24](OC)([CH3:26])[CH3:25].CS(O)(=O)=O, predict the reaction product. The product is: [Cl:1][CH2:2][C@H:3]1[O:21][C:24]([CH3:26])([CH3:25])[O:20][C@@H:5]([CH2:6][C:7]([O:9][C:10]([CH3:18])([CH3:19])[CH2:11][C:12]2[CH:13]=[CH:14][CH:15]=[CH:16][CH:17]=2)=[O:8])[CH2:4]1. (3) Given the reactants [O-]CC.[Na+].[OH:5][C:6]1[CH:15]=[C:14]2[C:9]([C:10]([CH3:17])=[CH:11][C:12](=[O:16])[O:13]2)=[CH:8][CH:7]=1.[Br:18][C:19]1[CH:20]=[CH:21][C:22]2[O:26][C:25]([CH2:27]Cl)=[CH:24][C:23]=2[CH:29]=1, predict the reaction product. The product is: [Br:18][C:19]1[CH:20]=[CH:21][C:22]2[O:26][C:25]([CH2:27][O:5][C:6]3[CH:15]=[C:14]4[C:9]([C:10]([CH3:17])=[CH:11][C:12](=[O:16])[O:13]4)=[CH:8][CH:7]=3)=[CH:24][C:23]=2[CH:29]=1. (4) Given the reactants [CH2:1]([OH:3])[CH3:2].[CH2:4]([N:6]([CH2:9][CH3:10])[CH2:7][CH3:8])[CH3:5].[S:11]([F:15])(F)(=[O:13])=[O:12].N, predict the reaction product. The product is: [F:15][S:11]([O-:12])(=[O:13])=[O:3].[CH2:4]([N+:6]([CH2:1][CH3:2])([CH2:9][CH3:10])[CH2:7][CH3:8])[CH3:5].